This data is from Reaction yield outcomes from USPTO patents with 853,638 reactions. The task is: Predict the reaction yield, written as a fraction of the theoretical maximum amount of product (1.0 means a 100% yield; for example, 0.34 means a 34% yield). (1) The reactants are [C:1]([C:3]1[CH:7]=[CH:6][S:5][C:4]=1[C:8]([OH:10])=O)#[N:2].C(Cl)Cl.C(Cl)(=O)C(Cl)=O.[F:20][C:21]([F:33])([F:32])[C:22]1[CH:23]=[CH:24][C:25]([C:28](=[N:30]O)[NH2:29])=[N:26][CH:27]=1. The catalyst is CN(C)C=O.N1C=CC=CC=1. The product is [C:1]([C:3]1[CH:7]=[CH:6][S:5][C:4]=1[C:8]1[O:10][N:30]=[C:28]([C:25]2[CH:24]=[CH:23][C:22]([C:21]([F:33])([F:20])[F:32])=[CH:27][N:26]=2)[N:29]=1)#[N:2]. The yield is 0.430. (2) The reactants are [CH3:1][O:2][C:3]1[CH:8]=[C:7]([CH3:9])[C:6]([NH:10][C:11](=[O:17])[O:12][C:13]([CH3:16])([CH3:15])[CH3:14])=[C:5]([CH3:18])[C:4]=1[CH3:19].C([O-])(=O)C.[Na+].[Br:25]Br.O. The catalyst is C(O)(=O)C. The product is [Br:25][C:8]1[C:7]([CH3:9])=[C:6]([NH:10][C:11](=[O:17])[O:12][C:13]([CH3:14])([CH3:15])[CH3:16])[C:5]([CH3:18])=[C:4]([CH3:19])[C:3]=1[O:2][CH3:1]. The yield is 0.910. (3) The reactants are [F:1][C:2]([F:13])([F:12])[CH2:3][C:4]([CH3:11])([CH3:10])[C:5]([O:7]CC)=[O:6].[Li+].[OH-].O. The catalyst is CO. The product is [F:1][C:2]([F:12])([F:13])[CH2:3][C:4]([CH3:10])([CH3:11])[C:5]([OH:7])=[O:6]. The yield is 1.00. (4) The reactants are [Br:1][C:2]1[CH:3]=[CH:4][CH:5]=[C:6]2[C:11]=1[NH:10][C:9](=O)[CH:8]=[N:7]2.P(Cl)(Cl)([Cl:15])=O. No catalyst specified. The product is [Br:1][C:2]1[CH:3]=[CH:4][CH:5]=[C:6]2[C:11]=1[N:10]=[C:9]([Cl:15])[CH:8]=[N:7]2. The yield is 0.550.